Dataset: Peptide-MHC class I binding affinity with 185,985 pairs from IEDB/IMGT. Task: Regression. Given a peptide amino acid sequence and an MHC pseudo amino acid sequence, predict their binding affinity value. This is MHC class I binding data. (1) The peptide sequence is TPKKPNSAL. The MHC is HLA-B27:05 with pseudo-sequence HLA-B27:05. The binding affinity (normalized) is 0.0847. (2) The peptide sequence is QGWKGSPAI. The MHC is Mamu-B52 with pseudo-sequence Mamu-B52. The binding affinity (normalized) is 0.917. (3) The peptide sequence is HHIPNGVVW. The MHC is HLA-B40:01 with pseudo-sequence HLA-B40:01. The binding affinity (normalized) is 0.0847.